From a dataset of TCR-epitope binding with 47,182 pairs between 192 epitopes and 23,139 TCRs. Binary Classification. Given a T-cell receptor sequence (or CDR3 region) and an epitope sequence, predict whether binding occurs between them. (1) The epitope is LLMPILTLT. The TCR CDR3 sequence is CATSRVGEHGYTF. Result: 0 (the TCR does not bind to the epitope). (2) The epitope is TEILPVSMTK. The TCR CDR3 sequence is CAKATRDTQYF. Result: 0 (the TCR does not bind to the epitope). (3) The epitope is KLSYGIATV. The TCR CDR3 sequence is CASSLGSGYGYTF. Result: 0 (the TCR does not bind to the epitope). (4) The epitope is EIYKRWII. The TCR CDR3 sequence is CASSYLRAGDNEQFF. Result: 0 (the TCR does not bind to the epitope).